This data is from Retrosynthesis with 50K atom-mapped reactions and 10 reaction types from USPTO. The task is: Predict the reactants needed to synthesize the given product. (1) Given the product CC(C)(C)OC(=O)N1CCN(S(=O)(=O)c2ccc(C3CC3)cc2)[C@@H](C(=O)NCc2ccc(OC(F)(F)F)cc2)C1, predict the reactants needed to synthesize it. The reactants are: CC(C)(C)OC(=O)N1CCN(S(=O)(=O)c2ccc(C3CC3)cc2)[C@@H](C(=O)O)C1.NCc1ccc(OC(F)(F)F)cc1. (2) Given the product COc1cc2c(cc1Cl)[nH]c(=O)n2C1CCNCC1, predict the reactants needed to synthesize it. The reactants are: COc1cc2c(cc1Cl)[nH]c(=O)n2C1CCN(C(=O)OC(C)(C)C)CC1. (3) Given the product CCOc1ccc(Cn2c(C)nc3c(C)cc(COc4cccc(C(=O)OC)c4)cc32)c(Cl)c1, predict the reactants needed to synthesize it. The reactants are: CCOc1ccc(Cn2c(C)nc3c(C)cc(CO)cc32)c(Cl)c1.COC(=O)c1cccc(O)c1. (4) Given the product CCOC(=O)/C=C/c1cn(-c2ccc(C(F)(F)F)cc2)nc1OCc1ccc(OCc2nc(-c3ccccc3)oc2C)c(OC)c1, predict the reactants needed to synthesize it. The reactants are: CCOC(=O)CP(=O)(OCC)OCC.COc1cc(COc2nn(-c3ccc(C(F)(F)F)cc3)cc2C=O)ccc1OCc1nc(-c2ccccc2)oc1C. (5) Given the product CCOc1cc(C=O)cc2c1OC(C)(C)C=C2C(C)(C)O, predict the reactants needed to synthesize it. The reactants are: CCOc1cc(C2OCCO2)cc2c1OC(C)(C)C=C2C(C)(C)O. (6) Given the product COC(=O)C1=C(C)CSC2C(NC(=O)OC(C)(C)C)C(=O)N12, predict the reactants needed to synthesize it. The reactants are: C=[N+]=[N-].CC1=C(C(=O)O)N2C(=O)C(NC(=O)OC(C)(C)C)C2SC1. (7) Given the product CC(C)(C(=O)O)N1CCC(c2ncc(-c3ccc(NC(=O)Nc4c(F)cc(F)cc4F)cc3)s2)CC1, predict the reactants needed to synthesize it. The reactants are: CC(C)(C(=O)O)N1CCC(c2ncc(-c3ccc(NC(=O)Nc4cc(F)c(F)cc4F)cc3)s2)CC1. (8) Given the product CSCC(C)Nc1nccc(-c2ccnc(Cl)c2)n1, predict the reactants needed to synthesize it. The reactants are: CSCC(C)N.Clc1cc(-c2ccnc(Cl)n2)ccn1. (9) Given the product COc1ccc(-n2nc(C3(COCc4ccccc4)CCC(=O)CC3)cc2-c2ccc(C)cc2)cc1, predict the reactants needed to synthesize it. The reactants are: COc1ccc(-n2nc(C3(COCc4ccccc4)CCC4(CC3)OCCO4)cc2-c2ccc(C)cc2)cc1. (10) Given the product OC1(c2cccnc2)CCNCC1, predict the reactants needed to synthesize it. The reactants are: OC1(c2cccnc2)CCN(Cc2ccccc2)CC1.